Task: Predict the product of the given reaction.. Dataset: Forward reaction prediction with 1.9M reactions from USPTO patents (1976-2016) (1) Given the reactants [CH3:1][C:2]1[N:6]([CH2:7][CH2:8][N:9]2[CH2:14][CH2:13][O:12][CH2:11][CH2:10]2)[C:5]2[S:15][CH:16]=[CH:17][C:4]=2[CH:3]=1.[Cl-].C([Al+]CC)C.[Cl:24][C:25]1[C:33]([Cl:34])=[CH:32][CH:31]=[CH:30][C:26]=1[C:27](Cl)=[O:28], predict the reaction product. The product is: [Cl:24][C:25]1[C:33]([Cl:34])=[CH:32][CH:31]=[CH:30][C:26]=1[C:27]([C:3]1[C:4]2[CH:17]=[CH:16][S:15][C:5]=2[N:6]([CH2:7][CH2:8][N:9]2[CH2:10][CH2:11][O:12][CH2:13][CH2:14]2)[C:2]=1[CH3:1])=[O:28]. (2) Given the reactants [NH2:1][CH2:2][CH2:3][CH2:4][CH2:5][N:6]1[C:18]2[C:17]3[CH:16]=[CH:15][CH:14]=[CH:13][C:12]=3[N:11]=[C:10]([NH2:19])[C:9]=2[N:8]=[CH:7]1.[C:20]([C:28]1[CH:38]=[CH:37][C:31]([O:32][CH2:33][C:34](O)=[O:35])=[CH:30][CH:29]=1)(=[O:27])[C:21]1[CH:26]=[CH:25][CH:24]=[CH:23][CH:22]=1.Cl.CN(C)CCCN=C=NCC, predict the reaction product. The product is: [NH2:19][C:10]1[C:9]2[N:8]=[CH:7][N:6]([CH2:5][CH2:4][CH2:3][CH2:2][NH:1][C:34](=[O:35])[CH2:33][O:32][C:31]3[CH:30]=[CH:29][C:28]([C:20](=[O:27])[C:21]4[CH:22]=[CH:23][CH:24]=[CH:25][CH:26]=4)=[CH:38][CH:37]=3)[C:18]=2[C:17]2[CH:16]=[CH:15][CH:14]=[CH:13][C:12]=2[N:11]=1. (3) The product is: [Cl:1][C:2]1[C:7]([F:8])=[CH:6][CH:5]=[C:4]([Cl:9])[C:3]=1[CH:10]([C:12]1[C:20]2[C:15](=[N:16][CH:17]=[C:18]([C:21]3[CH:22]=[N:23][N:24]([CH:26]4[CH2:27][CH2:28][N:29]([C:37]([NH2:36])=[O:38])[CH2:30][CH2:31]4)[CH:25]=3)[CH:19]=2)[NH:14][CH:13]=1)[CH3:11]. Given the reactants [Cl:1][C:2]1[C:7]([F:8])=[CH:6][CH:5]=[C:4]([Cl:9])[C:3]=1[CH:10]([C:12]1[C:20]2[C:15](=[N:16][CH:17]=[C:18]([C:21]3[CH:22]=[N:23][N:24]([CH:26]4[CH2:31][CH2:30][NH:29][CH2:28][CH2:27]4)[CH:25]=3)[CH:19]=2)[NH:14][CH:13]=1)[CH3:11].C[Si]([N:36]=[C:37]=[O:38])(C)C.CCN(C(C)C)C(C)C, predict the reaction product.